Task: Predict which catalyst facilitates the given reaction.. Dataset: Catalyst prediction with 721,799 reactions and 888 catalyst types from USPTO (1) Reactant: [O:1]=[C:2]1[NH:7][C:6](=[O:8])[CH:5]([CH:9]=O)[C:4](=[O:11])[NH:3]1.[N+:12]([C:15]1[CH:20]=[CH:19][C:18]([NH:21][NH2:22])=[CH:17][CH:16]=1)([O-:14])=[O:13]. Product: [N+:12]([C:15]1[CH:16]=[CH:17][C:18]([NH:21]/[N:22]=[CH:9]/[CH:5]2[C:6](=[O:8])[NH:7][C:2](=[O:1])[NH:3][C:4]2=[O:11])=[CH:19][CH:20]=1)([O-:14])=[O:13]. The catalyst class is: 5. (2) Product: [ClH:32].[CH3:1][C:2]1[CH:7]=[CH:6][N:5]2[CH:8]=[C:9]([CH2:11][C@@H:12]3[CH2:17][CH2:16][CH2:15][CH2:14][N:13]3[C:18]([C:20]3[C:25]([O:26][CH2:27][CH2:28][CH3:29])=[CH:24][CH:23]=[C:22]([CH3:30])[N:21]=3)=[O:19])[N:10]=[C:4]2[C:3]=1[CH3:31]. Reactant: [CH3:1][C:2]1[CH:7]=[CH:6][N:5]2[CH:8]=[C:9]([CH2:11][C@@H:12]3[CH2:17][CH2:16][CH2:15][CH2:14][N:13]3[C:18]([C:20]3[C:25]([O:26][CH2:27][CH2:28][CH3:29])=[CH:24][CH:23]=[C:22]([CH3:30])[N:21]=3)=[O:19])[N:10]=[C:4]2[C:3]=1[CH3:31].[ClH:32]. The catalyst class is: 28. (3) Reactant: Br[C:2]1[CH:7]=[CH:6][C:5]([C:8]2[N:9]([CH2:13][CH:14]3[CH2:18][CH2:17][N:16]([C:19]([CH:21]4[CH2:23][CH2:22]4)=[O:20])[CH2:15]3)[CH:10]=[CH:11][N:12]=2)=[CH:4][CH:3]=1.[NH:24]1[C:32]2[C:27](=[CH:28][C:29](B(O)O)=[CH:30][CH:31]=2)[CH:26]=[CH:25]1.C([O-])(O)=O.[Na+]. Product: [CH:21]1([C:19]([N:16]2[CH2:17][CH2:18][C@@H:14]([CH2:13][N:9]3[CH:10]=[CH:11][N:12]=[C:8]3[C:5]3[CH:6]=[CH:7][C:2]([C:29]4[CH:28]=[C:27]5[C:32](=[CH:31][CH:30]=4)[NH:24][CH:25]=[CH:26]5)=[CH:3][CH:4]=3)[CH2:15]2)=[O:20])[CH2:23][CH2:22]1. The catalyst class is: 339.